Dataset: TCR-epitope binding with 47,182 pairs between 192 epitopes and 23,139 TCRs. Task: Binary Classification. Given a T-cell receptor sequence (or CDR3 region) and an epitope sequence, predict whether binding occurs between them. (1) The epitope is GILGFVFTL. The TCR CDR3 sequence is CASRGSLNQPQHF. Result: 1 (the TCR binds to the epitope). (2) Result: 1 (the TCR binds to the epitope). The epitope is FIAGLIAIV. The TCR CDR3 sequence is CASSYSGNLNTEAFF. (3) The epitope is ITEEVGHTDLMAAY. The TCR CDR3 sequence is CASSLDKATEQYF. Result: 0 (the TCR does not bind to the epitope). (4) The TCR CDR3 sequence is CASSPGGARAFF. The epitope is GTSGSPIVNR. Result: 1 (the TCR binds to the epitope). (5) The epitope is PROT_97E67BCC. The TCR CDR3 sequence is CASSQLTSGTDTQYF. Result: 1 (the TCR binds to the epitope). (6) The epitope is TPQDLNTML. The TCR CDR3 sequence is CASDKGTGNYGYTF. Result: 1 (the TCR binds to the epitope). (7) The epitope is ALLADKFPV. The TCR CDR3 sequence is CASSKGSGELFF. Result: 0 (the TCR does not bind to the epitope). (8) Result: 1 (the TCR binds to the epitope). The epitope is FLNGSCGSV. The TCR CDR3 sequence is CASSPAGGHTDTQYF.